From a dataset of Peptide-MHC class I binding affinity with 185,985 pairs from IEDB/IMGT. Regression. Given a peptide amino acid sequence and an MHC pseudo amino acid sequence, predict their binding affinity value. This is MHC class I binding data. The peptide sequence is SWKLEKASF. The MHC is HLA-A24:02 with pseudo-sequence HLA-A24:02. The binding affinity (normalized) is 0.535.